Dataset: Full USPTO retrosynthesis dataset with 1.9M reactions from patents (1976-2016). Task: Predict the reactants needed to synthesize the given product. Given the product [CH3:14][N:11]1[CH2:10][CH2:9][CH:8]([C:6]2[N:7]=[C:2]([NH:27][C:28]3[CH:29]=[C:30]([OH:34])[CH:31]=[CH:32][CH:33]=3)[C:3]3[NH:17][N:16]=[CH:15][C:4]=3[N:5]=2)[CH2:13][CH2:12]1, predict the reactants needed to synthesize it. The reactants are: Cl[C:2]1[C:3]2[C:4](=[CH:15][N:16](CC3C=CC(OC)=CC=3)[N:17]=2)[N:5]=[C:6]([CH:8]2[CH2:13][CH2:12][N:11]([CH3:14])[CH2:10][CH2:9]2)[N:7]=1.[NH2:27][C:28]1[CH:29]=[C:30]([OH:34])[CH:31]=[CH:32][CH:33]=1.Cl.